From a dataset of Reaction yield outcomes from USPTO patents with 853,638 reactions. Predict the reaction yield, written as a fraction of the theoretical maximum amount of product (1.0 means a 100% yield; for example, 0.34 means a 34% yield). (1) The reactants are [C:1]([C:3]1[CH:8]=[CH:7][CH:6]=[CH:5][C:4]=1[C:9]1[CH:14]=[CH:13][C:12]([CH2:15][CH:16]([C:22](=O)[CH2:23][CH2:24][CH3:25])[C:17](OCC)=[O:18])=[C:11]([F:27])[CH:10]=1)#[N:2].[O:28]1[C:32]2([CH2:37][CH2:36][CH:35]([NH:38][C:39]3[NH:43][CH:42]=[N:41][N:40]=3)[CH2:34][CH2:33]2)[O:31][CH2:30][CH2:29]1.N12CCCN=C1CCCCC2.Cl. The catalyst is C(N(CC)C1C=CC=CC=1)C.C(OCC)(=O)C. The product is [O:28]1[C:32]2([CH2:33][CH2:34][CH:35]([N:38]3[C:17](=[O:18])[C:16]([CH2:15][C:12]4[CH:13]=[CH:14][C:9]([C:4]5[C:3]([C:1]#[N:2])=[CH:8][CH:7]=[CH:6][CH:5]=5)=[CH:10][C:11]=4[F:27])=[C:22]([CH2:23][CH2:24][CH3:25])[N:40]4[N:41]=[CH:42][N:43]=[C:39]34)[CH2:36][CH2:37]2)[O:31][CH2:30][CH2:29]1. The yield is 0.840. (2) The reactants are [O:1]1[CH2:5][CH2:4][CH:3]([OH:6])[CH2:2]1.C(N(CC)CC)C.[CH3:14][S:15](Cl)(=[O:17])=[O:16]. The catalyst is ClCCl. The product is [O:1]1[CH2:5][CH2:4][CH:3]([O:6][S:15]([CH3:14])(=[O:17])=[O:16])[CH2:2]1. The yield is 0.890. (3) The reactants are [NH2:1][C:2]1[CH:9]=[CH:8][CH:7]=[C:6]([O:10][CH2:11][CH2:12][CH2:13][S:14][CH3:15])[C:3]=1[C:4]#[N:5].[S:16](Cl)(=[O:19])(=[O:18])[NH2:17]. No catalyst specified. The product is [S:16]([NH:1][C:2]1[CH:9]=[CH:8][CH:7]=[C:6]([O:10][CH2:11][CH2:12][CH2:13][S:14][CH3:15])[C:3]=1[C:4]#[N:5])(=[O:19])(=[O:18])[NH2:17]. The yield is 0.690. (4) The reactants are [C:1]([N:4]1[CH:9]([CH3:10])[CH2:8][N:7]([C:11]2[CH:16]=[C:15]([N:17]3[CH:21]=[N:20][C:19]([NH:22][C:23]4[CH:31]=[CH:30][C:26](C(O)=O)=[CH:25][CH:24]=4)=[N:18]3)[CH:14]=[CH:13][N:12]=2)[CH2:6][CH:5]1[CH3:32])(=[O:3])[CH3:2].CC[N:35](C(C)C)C(C)C.C1C=CC(P(N=[N+]=[N-])(C2C=CC=CC=2)=O)=CC=1.[CH3:59][N:60]([CH:62]=[O:63])[CH3:61]. The catalyst is C(Cl)Cl.CO. The product is [C:1]([N:4]1[CH:9]([CH3:10])[CH2:8][N:7]([C:11]2[CH:16]=[C:15]([N:17]3[CH:21]=[N:20][C:19]([NH:22][C:23]4[CH:31]=[CH:30][C:26]([NH:35][C:62](=[O:63])[N:60]([CH3:61])[CH3:59])=[CH:25][CH:24]=4)=[N:18]3)[CH:14]=[CH:13][N:12]=2)[CH2:6][CH:5]1[CH3:32])(=[O:3])[CH3:2]. The yield is 0.130.